From a dataset of Reaction yield outcomes from USPTO patents with 853,638 reactions. Predict the reaction yield, written as a fraction of the theoretical maximum amount of product (1.0 means a 100% yield; for example, 0.34 means a 34% yield). (1) The reactants are [Br:1][C:2]1[CH:10]=[CH:9][C:5]([C:6]([OH:8])=O)=[CH:4][C:3]=1[F:11].[NH:12]([C:14]([O:16][C:17]([CH3:20])([CH3:19])[CH3:18])=[O:15])[NH2:13].C1C=NC2N(O)N=NC=2C=1.C(Cl)CCl. The product is [Br:1][C:2]1[CH:10]=[CH:9][C:5]([C:6]([NH:13][NH:12][C:14]([O:16][C:17]([CH3:20])([CH3:19])[CH3:18])=[O:15])=[O:8])=[CH:4][C:3]=1[F:11]. The yield is 0.860. The catalyst is CN(C=O)C.O. (2) The reactants are CC1C=CC(S(O[CH2:12][CH2:13][N:14]2[CH:18]=[C:17]([I:19])[CH:16]=[N:15]2)(=O)=O)=CC=1.[CH3:20][NH:21][CH3:22].C1COCC1. No catalyst specified. The product is [I:19][C:17]1[CH:16]=[N:15][N:14]([CH2:13][CH2:12][N:21]([CH3:22])[CH3:20])[CH:18]=1. The yield is 0.890. (3) The reactants are C(NC(C)C)(C)C.C([Li])CCC.[I:13][C:14]1[CH:19]=[CH:18][C:17]([CH2:20][C:21]([OH:23])=[O:22])=[CH:16][CH:15]=1.I[CH2:25][CH:26]1[CH2:30][CH2:29][CH2:28][CH2:27]1. The catalyst is O1CCCC1.CN1CCCN(C)C1=O. The product is [CH:26]1([CH2:25][CH:20]([C:17]2[CH:16]=[CH:15][C:14]([I:13])=[CH:19][CH:18]=2)[C:21]([OH:23])=[O:22])[CH2:30][CH2:29][CH2:28][CH2:27]1. The yield is 0.578. (4) The reactants are [CH3:1][N:2]([CH3:7])[CH2:3][CH2:4][CH2:5][OH:6].CN1CCCC1=O.[H-].[Na+].Cl[CH2:18][CH2:19][CH2:20][N:21]1[C:25]2[CH:26]=[CH:27][C:28]([N+:30]([O-:32])=[O:31])=[CH:29][C:24]=2[O:23][C:22]1=[O:33]. No catalyst specified. The product is [CH3:1][N:2]([CH3:7])[CH2:3][CH2:4][CH2:5][O:6][C:22]([N:21]1[C:25]2[CH:26]=[CH:27][C:28]([N+:30]([O-:32])=[O:31])=[CH:29][C:24]=2[O:23][CH2:18][CH2:19][CH2:20]1)=[O:33]. The yield is 0.690. (5) The reactants are [Cl:1][C:2]1[CH:10]=[C:9]2[C:5]([C:6]([C:12]3[N:13]=[C:14]4[C:20]([C:21](O)=[O:22])=[CH:19][N:18]([CH2:24][O:25][CH2:26][CH2:27][Si:28]([CH3:31])([CH3:30])[CH3:29])[C:15]4=[N:16][CH:17]=3)=[N:7][N:8]2[CH3:11])=[CH:4][CH:3]=1.F[B-](F)(F)F.[N:37]1(OC(N(C)C)=[N+](C)C)[C:41]2[CH:42]=CC=C[C:40]=2N=N1.C(N(CC)C(C)C)(C)C.C(N)(C)C. The catalyst is C(#N)C.C(OCC)(=O)C.O. The product is [CH:41]([NH:37][C:21]([C:20]1[C:14]2[C:15](=[N:16][CH:17]=[C:12]([C:6]3[C:5]4[C:9](=[CH:10][C:2]([Cl:1])=[CH:3][CH:4]=4)[N:8]([CH3:11])[N:7]=3)[N:13]=2)[N:18]([CH2:24][O:25][CH2:26][CH2:27][Si:28]([CH3:31])([CH3:30])[CH3:29])[CH:19]=1)=[O:22])([CH3:42])[CH3:40]. The yield is 0.520. (6) The reactants are [C:1]([C:5]1[C:6]([O:34][CH3:35])=[C:7]([N:19]([CH3:33])[C:20](=[O:32])[C:21]2[CH:26]=[CH:25][C:24]([NH:27][S:28]([CH3:31])(=[O:30])=[O:29])=[CH:23][CH:22]=2)[CH:8]=[C:9]([C:11]2[C:12]([O:17]C)=[N:13][CH:14]=[CH:15][CH:16]=2)[CH:10]=1)([CH3:4])([CH3:3])[CH3:2].Br. The catalyst is CC(O)=O.CCOC(C)=O. The product is [C:1]([C:5]1[C:6]([O:34][CH3:35])=[C:7]([N:19]([CH3:33])[C:20](=[O:32])[C:21]2[CH:22]=[CH:23][C:24]([NH:27][S:28]([CH3:31])(=[O:29])=[O:30])=[CH:25][CH:26]=2)[CH:8]=[C:9]([C:11]2[C:12](=[O:17])[NH:13][CH:14]=[CH:15][CH:16]=2)[CH:10]=1)([CH3:4])([CH3:2])[CH3:3]. The yield is 0.930. (7) The reactants are CCN(C(C)C)C(C)C.[CH2:10]([C:13]1([CH2:16][CH2:17][OH:18])[CH2:15][CH2:14]1)[CH:11]=[CH2:12].Cl[C:20](Cl)([O:22]C(=O)OC(Cl)(Cl)Cl)Cl.[NH2:31][C@@H:32]([C:36]([CH3:39])([CH3:38])[CH3:37])[C:33]([OH:35])=[O:34].[OH-].[Na+]. The catalyst is O1CCOCC1.CCOCC.Cl. The product is [CH2:10]([C:13]1([CH2:16][CH2:17][O:18][C:20]([NH:31][C@@H:32]([C:36]([CH3:39])([CH3:38])[CH3:37])[C:33]([OH:35])=[O:34])=[O:22])[CH2:15][CH2:14]1)[CH:11]=[CH2:12]. The yield is 0.540. (8) The reactants are Br[C:2]1[C:14](=[O:15])[N:13]([CH:16]2[CH2:20][CH2:19][CH2:18][CH2:17]2)[C:5]2[N:6]=[C:7]([NH:11][CH3:12])[N:8]=[C:9]([CH3:10])[C:4]=2[CH:3]=1.[C:21]([O:25][CH2:26][CH3:27])(=[O:24])[CH:22]=[CH2:23].C1(N(C)C2CCCCC2)CCCCC1.F[B-](F)(F)F.C([PH+](C(C)(C)C)C(C)(C)C)(C)(C)C.[Cl-].[Li+]. The catalyst is C1C=CC(/C=C/C(/C=C/C2C=CC=CC=2)=O)=CC=1.C1C=CC(/C=C/C(/C=C/C2C=CC=CC=2)=O)=CC=1.C1C=CC(/C=C/C(/C=C/C2C=CC=CC=2)=O)=CC=1.[Pd].[Pd].O1CCOCC1. The product is [CH:16]1([N:13]2[C:5]3[N:6]=[C:7]([NH:11][CH3:12])[N:8]=[C:9]([CH3:10])[C:4]=3[CH:3]=[C:2](/[CH:23]=[CH:22]/[C:21]([O:25][CH2:26][CH3:27])=[O:24])[C:14]2=[O:15])[CH2:20][CH2:19][CH2:18][CH2:17]1. The yield is 0.900.